From a dataset of Forward reaction prediction with 1.9M reactions from USPTO patents (1976-2016). Predict the product of the given reaction. (1) Given the reactants [CH2:1]([N:8]1[CH2:12][CH2:11][CH:10]([C:13](=[O:16])[CH2:14]Br)[C:9]1=[O:17])[C:2]1[CH:7]=[CH:6][CH:5]=[CH:4][CH:3]=1.C1OCCOCCOCCOCCOCCOC1.[F-:36].[K+], predict the reaction product. The product is: [CH2:1]([N:8]1[CH2:12][CH2:11][CH:10]([C:13](=[O:16])[CH2:14][F:36])[C:9]1=[O:17])[C:2]1[CH:7]=[CH:6][CH:5]=[CH:4][CH:3]=1. (2) Given the reactants [F:1][C:2]1[CH:7]=[CH:6][CH:5]=[C:4]([F:8])[C:3]=1[C:9]1[CH:10]=[C:11]2[C:15](=[CH:16][CH:17]=1)[N:14](C1CCCCO1)[N:13]=[C:12]2[C:24]1[N:29]=[C:28]([O:30][C@H:31]2[CH2:38][N:37](C(OC(C)(C)C)=O)[CH2:36][CH2:35][C:32]32[CH2:34][CH2:33]3)[CH:27]=[N:26][CH:25]=1.[C:46]([OH:52])([C:48]([F:51])([F:50])[F:49])=[O:47], predict the reaction product. The product is: [CH2:34]1[C:32]2([CH2:35][CH2:36][NH:37][CH2:38][C@@H:31]2[O:30][C:28]2[N:29]=[C:24]([C:12]3[C:11]4[C:15](=[CH:16][CH:17]=[C:9]([C:3]5[C:4]([F:8])=[CH:5][CH:6]=[CH:7][C:2]=5[F:1])[CH:10]=4)[NH:14][N:13]=3)[CH:25]=[N:26][CH:27]=2)[CH2:33]1.[C:46]([OH:52])([C:48]([F:51])([F:50])[F:49])=[O:47]. (3) Given the reactants FC(F)(F)C([O-])=O.[Br:8][C:9]1[CH:30]=[CH:29][C:12]([CH2:13][C:14]2[CH:15]=[N:16][C:17]3[N:18]([N:20]=[CH:21][C:22]=3[C:23]([NH:25][CH2:26][CH2:27][NH3+:28])=[O:24])[CH:19]=2)=[CH:11][CH:10]=1.[C:31](O)(=[O:34])[CH2:32][CH3:33].CN(C(ON1N=NC2C=CC=CC1=2)=[N+](C)C)C.[B-](F)(F)(F)F.C(N(CC)CC)C, predict the reaction product. The product is: [Br:8][C:9]1[CH:10]=[CH:11][C:12]([CH2:13][C:14]2[CH:15]=[N:16][C:17]3[N:18]([N:20]=[CH:21][C:22]=3[C:23]([NH:25][CH2:26][CH2:27][NH:28][C:31](=[O:34])[CH2:32][CH3:33])=[O:24])[CH:19]=2)=[CH:29][CH:30]=1.